Dataset: Experimentally validated miRNA-target interactions with 360,000+ pairs, plus equal number of negative samples. Task: Binary Classification. Given a miRNA mature sequence and a target amino acid sequence, predict their likelihood of interaction. (1) The protein sequence of the target gene is MPVGRIECPSSPSFPRDISHECRVCGVTEVGLSAYAKHISGQLHKDNVDAQEREDDGKGEEEEEDYFDKELIQLIKQRKEQSRQDEPSNSNQEINSDDRRPQWRREDRIPYQDRESYSQPAWHHRGPPQRDWKWEKDGFNNTRKNSFPHSLRNGGGPRGRSGWHKGVAGGSSTWFHNHSNSGGGWLSNSGAVDWNHNGTGRNSSWLSEGTGGFSSWHMNNSNGNWKSSVRSTNNWNYSGPGDKFQPGRNRNSNCQMEDMTMLWNKKSNKSNKYSHDRYNWQRQENDKLGTVATYRGPSEG.... The miRNA is hsa-miR-641 with sequence AAAGACAUAGGAUAGAGUCACCUC. Result: 1 (interaction). (2) The protein sequence of the target gene is MSDEREVAEAATGEDASSPPPKTEAASDPQHPAASEGAAAAAASPPLLRCLVLTGFGGYDKVKLQSRPAAPPAPGPGQLTLRLRACGLNFADLMARQGLYDRLPPLPVTPGMEGAGVVIAVGEGVSDRKAGDRVMVLNRSGMWQEEVTVPSVQTFLIPEAMTFEEAAALLVNYITAYMVLFDFGNLQPGHSVLVHMAAGGVGMAAVQLCRTVENVTVFGTASASKHEALKENGVTHPIDYHTTDYVDEIKKISPKGVDIVMDPLGGSDTAKGYNLLKPMGKVVTYGMANLLTGPKRNLMA.... Result: 0 (no interaction). The miRNA is hsa-miR-539-5p with sequence GGAGAAAUUAUCCUUGGUGUGU. (3) The miRNA is hsa-let-7d-5p with sequence AGAGGUAGUAGGUUGCAUAGUU. The protein sequence of the target gene is MWRIYPRLRDRWRGLLDRRLSDPTVSVWPGPAPQPPARAYVPPTERKRFYQNVSISQGEGGFEINLDHRKLKTPQAKLFTVPSEALAIAVATEWDSQQDTIKFYTMHLTTLCNTSLDNPTQRSKDQLIRAAVKFLDTDTICYRVEEPETLVELQKNEWDPVIEWAEKRYGMEIGSSTSIMGPSIPTQTREVLTSHLSSYNMWALQGIEFVVAQLKSMLLTLGLIDLRLTVEQAVLLSRLEEEYQIQKWGNIEWAHDYELQELRARTAAGTLFVHLCSESSTVKHKLLQE. Result: 0 (no interaction). (4) The miRNA is hsa-miR-6744-5p with sequence UGGAUGACAGUGGAGGCCU. The protein sequence of the target gene is MPAIMTMLADHAARQLLDFSQKLDINLLDNVVNCLYHGEGAQQRMAQEVLTHLKEHPDAWTRVDTILEFSQNMNTKYYGLQILENVIKTRWKILPRNQCEGIKKYVVGLIIKTSSDPTCVEKEKVYIGKLNMILVQILKQEWPKHWPTFISDIVGASRTSESLCQNNMVILKLLSEEVFDFSSGQITQVKAKHLKDSMCNEFSQIFQLCQFVMENSQNAPLVHATLETLLRFLNWIPLGYIFETKLISTLIYKFLNVPMFRNVSLKCLTEIAGVSVSQYEEQFETLFTLTMMQLKQMLPL.... Result: 0 (no interaction). (5) The miRNA is hsa-let-7f-5p with sequence UGAGGUAGUAGAUUGUAUAGUU. The protein sequence of the target gene is MDNKKRLAYAIIQFLHDQLRHGGLSSDAQESLEVAIQCLETAFGVTVEDSDLALPQTLPEIFEAAATGKEMPQDLRSPARTPPSEEDSAEAERLKTEGNEQMKVENFEAAVHFYGKAIELNPANAVYFCNRAAAYSKLGNYAGAVQDCERAICIDPAYSKAYGRMGLALSSLNKHVEAVAYYKKALELDPDNETYKSNLKIAELKLREAPSPTGGVGSFDIAGLLNNPGFMSMASNLMNNPQIQQLMSGMISGGNNPLGTPGTSPSQNDLASLIQAGQQFAQQMQQQNPELIEQLRSQIR.... Result: 0 (no interaction). (6) The miRNA is hsa-miR-1913 with sequence UCUGCCCCCUCCGCUGCUGCCA. The protein sequence of the target gene is MEPAMEPETLEARINRATNPLNKELDWASINGFCEQLNEDFEGPPLATRLLAHKIQSPQEWEAIQALTVLETCMKSCGKRFHDEVGKFRFLNELIKVVSPKYLGSRTSEKVKNKILELLYSWTVGLPEEVKIAEAYQMLKKQGIVKSDPKLPDDTTFPLPPPRPKNVIFEDEEKSKMLARLLKSSHPEDLRAANKLIKEMVQEDQKRMEKISKRVNAIEEVNNNVKLLTEMVMSHSQGGAAAGSSEDLMKELYQRCERMRPTLFRLASDTEDNDEALAEILQANDNLTQVINLYKQLVRG.... Result: 1 (interaction). (7) The miRNA is mmu-miR-190b-5p with sequence UGAUAUGUUUGAUAUUGGGUUG. The protein sequence of the target gene is MHPPEATTKMSSVRFMVTPTKIDDIPGLSDTSPDLSSRSSSRVRFSSRESVPETSRSEPMSELSGATTSLATVALDPSSDRTSNPQDVTEDPSQNSITGEHSQLLDDGHKKARNAYLNNSNYEEGDEYFDKNLALFEEEMDTRPKVSSLLNRMANYTNLTQGAKEHEEAENITEGKKKPTKSPQMGTFMGVYLPCLQNIFGVILFLRLTWVVGTAGILQAFAIVLICCCCTMLTAISMSAIATNGVVPAGGSYFMISRALGPEFGGAVGLCFYLGTTFAAAMYILGAIEIFLVYIVPRAA.... Result: 0 (no interaction).